Dataset: Full USPTO retrosynthesis dataset with 1.9M reactions from patents (1976-2016). Task: Predict the reactants needed to synthesize the given product. (1) The reactants are: [Br-:1].[Br-].[Br-].C1([N+](C)(C)C)C=CC=CC=1.C1([N+](C)(C)C)C=CC=CC=1.C1([N+](C)(C)C)C=CC=CC=1.[N+:34]([C:37]1[CH:38]=[C:39]([C:43](=[O:45])[CH3:44])[CH:40]=[CH:41][CH:42]=1)([O-:36])=[O:35]. Given the product [Br:1][CH2:44][C:43]([C:39]1[CH:40]=[CH:41][CH:42]=[C:37]([N+:34]([O-:36])=[O:35])[CH:38]=1)=[O:45], predict the reactants needed to synthesize it. (2) Given the product [Br:1][C:2]1[CH:7]=[C:6]([Cl:8])[C:5]([F:9])=[CH:4][C:3]=1[I:15], predict the reactants needed to synthesize it. The reactants are: [Br:1][C:2]1[CH:7]=[C:6]([Cl:8])[C:5]([F:9])=[CH:4][C:3]=1N.N([O-])=O.[Na+].[I-:15].[K+].C(OC(=O)C)C. (3) Given the product [OH:1][C:2]1[CH:3]=[C:4]([C:9]([C@@H:11]2[C@:20]3([CH3:21])[C@H:15]([C:16]([CH3:23])([CH3:22])[CH2:17][CH2:18][CH2:19]3)[CH2:14][C@@H:13]([NH:24][C:25]([NH2:34])=[NH:26])[C@H:12]2[CH3:42])=[O:10])[CH:5]=[C:6]([OH:8])[CH:7]=1, predict the reactants needed to synthesize it. The reactants are: [OH:1][C:2]1[CH:3]=[C:4]([C:9]([C@@H:11]2[C@:20]3([CH3:21])[C@H:15]([C:16]([CH3:23])([CH3:22])[CH2:17][CH2:18][CH2:19]3)[CH2:14][C@@H:13]([NH:24]/[C:25](=[N:34]/C(OC(C)(C)C)=O)/[NH:26]C(=O)OC(C)(C)C)[C@H:12]2[CH3:42])=[O:10])[CH:5]=[C:6]([OH:8])[CH:7]=1.FC(F)(F)C(O)=O.